From a dataset of Forward reaction prediction with 1.9M reactions from USPTO patents (1976-2016). Predict the product of the given reaction. (1) Given the reactants [CH3:1][O:2][C:3]1[CH:4]=[C:5]2[C:14](=[CH:15][CH:16]=1)[CH:13]([CH2:17]OS(C1C=CC(C)=CC=1)(=O)=O)[CH:12]([C:29]1[CH:34]=[CH:33][C:32]([O:35][CH3:36])=[CH:31][CH:30]=1)[CH:11]1[CH:6]2[CH2:7][CH2:8][CH2:9][CH2:10]1.[H-].[Al+3].[Li+].[H-].[H-].[H-].O1CCCC1.[C@H](O)(C([O-])=O)[C@@H](O)C([O-])=O.[Na+].[K+], predict the reaction product. The product is: [CH3:1][O:2][C:3]1[CH:4]=[C:5]2[C:14](=[CH:15][CH:16]=1)[CH:13]([CH3:17])[CH:12]([C:29]1[CH:30]=[CH:31][C:32]([O:35][CH3:36])=[CH:33][CH:34]=1)[CH:11]1[CH:6]2[CH2:7][CH2:8][CH2:9][CH2:10]1. (2) Given the reactants [Br:1][C:2]1[CH:3]=[C:4]([CH:19]=[C:20]([O:22][C:23]2[CH:28]=[CH:27][C:26]([C:29]([F:32])([F:31])[F:30])=[CH:25][N:24]=2)[CH:21]=1)[CH:5]=[C:6]1[CH2:11][CH2:10][N:9](C(OC(C)(C)C)=O)[CH2:8][CH2:7]1.FC(F)(F)C(O)=O, predict the reaction product. The product is: [Br:1][C:2]1[CH:21]=[C:20]([CH:19]=[C:4]([CH:5]=[C:6]2[CH2:11][CH2:10][NH:9][CH2:8][CH2:7]2)[CH:3]=1)[O:22][C:23]1[CH:28]=[CH:27][C:26]([C:29]([F:32])([F:31])[F:30])=[CH:25][N:24]=1.